Dataset: Full USPTO retrosynthesis dataset with 1.9M reactions from patents (1976-2016). Task: Predict the reactants needed to synthesize the given product. Given the product [F:11][C:10]([F:13])([F:12])[C:8]([OH:51])=[O:66].[F:11][C:10]([F:13])([F:12])[C:8]([OH:51])=[O:66].[F:11][C:10]([F:13])([F:12])[C:8]([OH:51])=[O:66].[F:56][CH2:2][CH2:3][C:4]1[N:9]=[C:8]([C:10]([F:12])([F:11])[F:13])[N:7]=[C:6]([O:14][C@@H:15]2[CH2:20][CH2:19][C@H:18]([N:21]3[CH2:22][C:23]([CH2:47][C:48]#[N:49])([N:25]4[CH:29]=[C:28]([C:30]5[C:31]6[CH:38]=[CH:37][NH:36][C:32]=6[N:33]=[CH:34][N:35]=5)[CH:27]=[N:26]4)[CH2:24]3)[CH2:17][CH2:16]2)[CH:5]=1, predict the reactants needed to synthesize it. The reactants are: O[CH2:2][CH2:3][C:4]1[N:9]=[C:8]([C:10]([F:13])([F:12])[F:11])[N:7]=[C:6]([O:14][C@@H:15]2[CH2:20][CH2:19][C@H:18]([N:21]3[CH2:24][C:23]([CH2:47][C:48]#[N:49])([N:25]4[CH:29]=[C:28]([C:30]5[C:31]6[CH:38]=[CH:37][N:36](COCC[Si](C)(C)C)[C:32]=6[N:33]=[CH:34][N:35]=5)[CH:27]=[N:26]4)[CH2:22]3)[CH2:17][CH2:16]2)[CH:5]=1.C[O:51]CCN(CCOC)S(F)(F)[F:56].CC#N.[OH2:66].